Dataset: Full USPTO retrosynthesis dataset with 1.9M reactions from patents (1976-2016). Task: Predict the reactants needed to synthesize the given product. (1) Given the product [CH3:5][C:6]([C:16]1[CH:21]=[C:20]([C:22]2[CH:31]=[C:30]3[C:25](=[N:24][CH:23]=2)[N:1]([C:2]([NH2:4])=[O:3])[CH2:27][CH2:28][CH2:29]3)[CH:19]=[N:18][CH:17]=1)([CH3:15])[C:7]([N:9]1[CH2:10][CH2:11][O:12][CH2:13][CH2:14]1)=[O:8], predict the reactants needed to synthesize it. The reactants are: [NH2:1][C:2]([NH2:4])=[O:3].[CH3:5][C:6]([C:16]1[CH:17]=[N:18][CH:19]=[C:20]([C:22]2[CH:23]=[N:24][C:25]3N[CH2:27][CH2:28][CH2:29][C:30]=3[CH:31]=2)[CH:21]=1)([CH3:15])[C:7]([N:9]1[CH2:14][CH2:13][O:12][CH2:11][CH2:10]1)=[O:8]. (2) Given the product [N:12]([C:2]1[CH:7]=[CH:6][N:5]=[CH:4][C:3]=1[S:8]([NH2:11])(=[O:10])=[O:9])=[N+:13]=[N-:14], predict the reactants needed to synthesize it. The reactants are: Cl[C:2]1[CH:7]=[CH:6][N:5]=[CH:4][C:3]=1[S:8]([NH2:11])(=[O:10])=[O:9].[N-:12]=[N+:13]=[N-:14].[Na+].CN(C)C=O.O. (3) Given the product [CH2:1]([O:6][C:7]1[CH:12]=[C:11]([O:13][CH:14]([CH3:19])[C:15]([CH3:17])=[CH2:16])[N:10]=[CH:9][N:8]=1)[C:2]#[C:3][CH2:4][CH3:5], predict the reactants needed to synthesize it. The reactants are: [CH2:1]([O:6][C:7]1[CH:12]=[C:11]([O:13][CH:14]([CH3:19])[C:15](O)([CH3:17])[CH3:16])[N:10]=[CH:9][N:8]=1)[C:2]#[C:3][CH2:4][CH3:5].N1C=CC=CC=1.S(Cl)(Cl)=O.O. (4) Given the product [CH3:1][O:2][C:3]1[CH:8]=[CH:7][N:6]=[C:5]([CH2:9][CH2:10][C:11]([OH:13])=[O:12])[CH:4]=1.[NH2:14][C:15]1[C:20]([NH2:21])=[CH:19][C:18]([CH2:22][CH2:23][C:24]2[CH:29]=[CH:28][CH:27]=[CH:26][CH:25]=2)=[CH:17][N:16]=1.[CH3:1][O:2][C:3]1[CH:8]=[CH:7][N:6]=[C:5]([CH2:9][CH2:10][C:11]2[NH:14][C:15]3=[N:16][CH:17]=[C:18]([CH2:22][CH2:23][C:24]4[CH:25]=[CH:26][CH:27]=[CH:28][CH:29]=4)[CH:19]=[C:20]3[N:21]=2)[CH:4]=1, predict the reactants needed to synthesize it. The reactants are: [CH3:1][O:2][C:3]1[CH:8]=[CH:7][N:6]=[C:5]([CH2:9][CH2:10][C:11]([OH:13])=[O:12])[CH:4]=1.[NH2:14][C:15]1[C:20]([NH2:21])=[CH:19][C:18]([CH2:22][CH2:23][C:24]2[CH:29]=[CH:28][CH:27]=[CH:26][CH:25]=2)=[CH:17][N:16]=1. (5) Given the product [C:3]([O:6][CH2:7][CH2:8][CH2:9][CH2:10][CH2:11][CH2:12][CH2:17][CH2:18][CH2:19][CH2:20][CH2:21][CH2:22][CH2:23][CH2:24][CH2:25][CH2:26][CH2:27][O:28][CH:29]1[CH2:34][CH2:33][CH2:32][CH2:31][O:30]1)(=[O:5])[CH3:4], predict the reactants needed to synthesize it. The reactants are: II.[C:3]([O:6][CH2:7][CH2:8][CH2:9][CH2:10][CH2:11][CH2:12]Br)(=[O:5])[CH3:4].[Li+].[Br-].Br[CH2:17][CH2:18][CH2:19][CH2:20][CH2:21][CH2:22][CH2:23][CH2:24][CH2:25][CH2:26][CH2:27][O:28][CH:29]1[CH2:34][CH2:33][CH2:32][CH2:31][O:30]1. (6) Given the product [CH2:26]([C:28]1[CH:35]=[CH:34][C:31]([CH:32]([C:13]2[CH:12]=[CH:11][N:10]=[CH:9][C:8]=2[O:7][CH2:6][O:5][CH2:4][CH2:3][Si:2]([CH3:15])([CH3:14])[CH3:1])[OH:33])=[CH:30][CH:29]=1)[CH3:27], predict the reactants needed to synthesize it. The reactants are: [CH3:1][Si:2]([CH3:15])([CH3:14])[CH2:3][CH2:4][O:5][CH2:6][O:7][C:8]1[CH:9]=[N:10][CH:11]=[CH:12][CH:13]=1.CCCCC.C([Li])(C)(C)C.[CH2:26]([C:28]1[CH:35]=[CH:34][C:31]([CH:32]=[O:33])=[CH:30][CH:29]=1)[CH3:27].[Cl-].[NH4+]. (7) Given the product [F:1][C:2]1[CH:7]=[C:6]([N+:8]([O-:10])=[O:9])[CH:5]=[CH:4][C:3]=1[CH2:11][CH2:12][OH:13], predict the reactants needed to synthesize it. The reactants are: [F:1][C:2]1[CH:7]=[C:6]([N+:8]([O-:10])=[O:9])[CH:5]=[CH:4][C:3]=1[CH2:11][C:12](OC)=[O:13].[BH4-].[Na+].